This data is from NCI-60 drug combinations with 297,098 pairs across 59 cell lines. The task is: Regression. Given two drug SMILES strings and cell line genomic features, predict the synergy score measuring deviation from expected non-interaction effect. (1) Drug 1: C1=C(C(=O)NC(=O)N1)F. Drug 2: C1=NC2=C(N1)C(=S)N=CN2. Cell line: LOX IMVI. Synergy scores: CSS=45.1, Synergy_ZIP=-5.69, Synergy_Bliss=-10.3, Synergy_Loewe=-12.2, Synergy_HSA=-7.52. (2) Drug 1: CCCCCOC(=O)NC1=NC(=O)N(C=C1F)C2C(C(C(O2)C)O)O. Drug 2: CC1=C(C(=O)C2=C(C1=O)N3CC4C(C3(C2COC(=O)N)OC)N4)N. Cell line: SR. Synergy scores: CSS=52.9, Synergy_ZIP=-1.47, Synergy_Bliss=-3.15, Synergy_Loewe=-30.3, Synergy_HSA=-2.73. (3) Drug 1: CC1=CC=C(C=C1)C2=CC(=NN2C3=CC=C(C=C3)S(=O)(=O)N)C(F)(F)F. Drug 2: C(CCl)NC(=O)N(CCCl)N=O. Cell line: SF-268. Synergy scores: CSS=11.9, Synergy_ZIP=-6.12, Synergy_Bliss=-7.36, Synergy_Loewe=-7.19, Synergy_HSA=-4.53. (4) Drug 1: CC12CCC(CC1=CCC3C2CCC4(C3CC=C4C5=CN=CC=C5)C)O. Drug 2: CC1C(C(CC(O1)OC2CC(OC(C2O)C)OC3=CC4=CC5=C(C(=O)C(C(C5)C(C(=O)C(C(C)O)O)OC)OC6CC(C(C(O6)C)O)OC7CC(C(C(O7)C)O)OC8CC(C(C(O8)C)O)(C)O)C(=C4C(=C3C)O)O)O)O. Cell line: T-47D. Synergy scores: CSS=12.8, Synergy_ZIP=24.7, Synergy_Bliss=26.1, Synergy_Loewe=25.2, Synergy_HSA=25.3. (5) Drug 1: CNC(=O)C1=CC=CC=C1SC2=CC3=C(C=C2)C(=NN3)C=CC4=CC=CC=N4. Drug 2: C1=CC(=CC=C1C#N)C(C2=CC=C(C=C2)C#N)N3C=NC=N3. Cell line: NCIH23. Synergy scores: CSS=1.25, Synergy_ZIP=-0.457, Synergy_Bliss=1.20, Synergy_Loewe=0.0549, Synergy_HSA=-0.00226.